Task: Predict the reactants needed to synthesize the given product.. Dataset: Full USPTO retrosynthesis dataset with 1.9M reactions from patents (1976-2016) (1) Given the product [C:27]1([C:6]2[CH:7]=[C:8]3[C:12](=[C:4]([C:2]([NH2:1])=[O:3])[CH:5]=2)[NH:11][CH:10]=[C:9]3[CH2:13][CH:14]2[CH2:19][CH2:18][CH2:17][NH:16][CH2:15]2)[CH:28]=[CH:29][CH:30]=[CH:31][CH:32]=1, predict the reactants needed to synthesize it. The reactants are: [NH2:1][C:2]([C:4]1[CH:5]=[C:6]([C:27]2[CH:32]=[CH:31][CH:30]=[CH:29][CH:28]=2)[CH:7]=[C:8]2[C:12]=1[NH:11][CH:10]=[C:9]2[CH2:13][CH:14]1[CH2:19][CH2:18][CH2:17][N:16](C(OC(C)(C)C)=O)[CH2:15]1)=[O:3].Cl. (2) Given the product [OH2:3].[ClH:20].[ClH:20].[CH3:10][N:9]1[C:5]([CH:4]=[O:3])=[N:6][C:7]([C:11]2[CH:16]=[N:15][CH:14]=[CH:13][N:12]=2)=[N:8]1, predict the reactants needed to synthesize it. The reactants are: C([O:3][CH:4](OCC)[C:5]1[N:9]([CH3:10])[N:8]=[C:7]([C:11]2[CH:16]=[N:15][CH:14]=[CH:13][N:12]=2)[N:6]=1)C.[ClH:20]. (3) Given the product [CH3:1][N:2]1[CH2:7][CH2:6][N:5]([C:10]2[CH:16]=[CH:15][C:13]([NH2:14])=[CH:12][CH:11]=2)[C:4](=[O:8])[CH2:3]1, predict the reactants needed to synthesize it. The reactants are: [CH3:1][N:2]1[CH2:7][CH2:6][NH:5][C:4](=[O:8])[CH2:3]1.I[C:10]1[CH:16]=[CH:15][C:13]([NH2:14])=[CH:12][CH:11]=1.[O-]P([O-])([O-])=O.[K+].[K+].[K+].N[C@@H]1CCCC[C@H]1N. (4) The reactants are: [CH3:1][O:2][C:3]1[CH:4]=[C:5]2[C:10](=[CH:11][C:12]=1[O:13][CH3:14])[N:9]=[CH:8][CH:7]=[C:6]2[O:15][C:16]1[C:22]([CH3:23])=[CH:21][C:19]([NH2:20])=[C:18]([CH3:24])[CH:17]=1.[C:25]1([CH3:31])C=CC=C[CH:26]=1.ClC(Cl)([O:35][C:36](=O)[O:37]C(Cl)(Cl)Cl)Cl.C(=O)(O)[O-].[Na+]. Given the product [CH3:1][O:2][C:3]1[CH:4]=[C:5]2[C:10](=[CH:11][C:12]=1[O:13][CH3:14])[N:9]=[CH:8][CH:7]=[C:6]2[O:15][C:16]1[C:22]([CH3:23])=[CH:21][C:19]([NH:20][C:36](=[O:35])[O:37][CH:25]([CH3:31])[CH3:26])=[C:18]([CH3:24])[CH:17]=1, predict the reactants needed to synthesize it.